Dataset: Forward reaction prediction with 1.9M reactions from USPTO patents (1976-2016). Task: Predict the product of the given reaction. (1) Given the reactants [CH3:1][O:2][C:3]([C:5]1[CH:10]=[C:9]([Br:11])[C:8](=[O:12])[N:7]([C@H:13]([C:15]2[CH:20]=[CH:19][CH:18]=[CH:17][CH:16]=2)[CH3:14])[C:6]=1[CH3:21])=[O:4].[Br:22]N1C(=O)CCC1=O.C(OOC(=O)C1C=CC=CC=1)(=O)C1C=CC=CC=1, predict the reaction product. The product is: [CH3:1][O:2][C:3]([C:5]1[CH:10]=[C:9]([Br:11])[C:8](=[O:12])[N:7]([C@H:13]([C:15]2[CH:16]=[CH:17][CH:18]=[CH:19][CH:20]=2)[CH3:14])[C:6]=1[CH2:21][Br:22])=[O:4]. (2) Given the reactants O.O.[Na+:3].[OH:4][C:5]1[CH:10]=[CH:9][C:8]([S:11]([O-:14])(=[O:13])=[O:12])=[CH:7][CH:6]=1.[OH-].[Na+], predict the reaction product. The product is: [Na+:3].[Na+:3].[OH:4][C:5]1[CH:10]=[CH:9][C:8]([S:11]([O-:14])(=[O:12])=[O:13])=[CH:7][CH:6]=1.[OH:4][C:5]1[CH:10]=[CH:9][C:8]([S:11]([O-:14])(=[O:12])=[O:13])=[CH:7][CH:6]=1. (3) Given the reactants [Cl:1][C:2]1[N:3]=[C:4](Cl)[C:5]2[CH2:10][CH2:9][CH:8]([C:11]3[CH:16]=[CH:15][CH:14]=[CH:13][CH:12]=3)[C:6]=2[N:7]=1.[CH3:18][NH2:19], predict the reaction product. The product is: [Cl:1][C:2]1[N:3]=[C:4]([NH:19][CH3:18])[C:5]2[CH2:10][CH2:9][CH:8]([C:11]3[CH:16]=[CH:15][CH:14]=[CH:13][CH:12]=3)[C:6]=2[N:7]=1. (4) Given the reactants C(C1C=CC(C(Cl)=O)=CC=1)CC.[Cl:13][C:14]1[CH:15]=[C:16]([CH:18]=[CH:19][C:20]=1[O:21][C:22]1[C:31]2[C:26](=[CH:27][C:28]([O:34][CH3:35])=[C:29]([O:32][CH3:33])[CH:30]=2)[N:25]=[CH:24][CH:23]=1)[NH2:17].[CH2:36]([C:39]1[CH:44]=[CH:43][C:42]([C:45]([N:47]=[C:48]=[S:49])=[O:46])=[CH:41][CH:40]=1)[CH2:37][CH3:38], predict the reaction product. The product is: [CH2:36]([C:39]1[CH:44]=[CH:43][C:42]([C:45]([N:47]=[C:48]=[S:49])=[O:46])=[CH:41][CH:40]=1)[CH2:37][CH3:38].[Cl:13][C:14]1[CH:15]=[C:16]([NH:17][C:48]([NH:47][C:45](=[O:46])[C:42]2[CH:43]=[CH:44][C:39]([CH2:36][CH2:37][CH3:38])=[CH:40][CH:41]=2)=[S:49])[CH:18]=[CH:19][C:20]=1[O:21][C:22]1[C:31]2[C:26](=[CH:27][C:28]([O:34][CH3:35])=[C:29]([O:32][CH3:33])[CH:30]=2)[N:25]=[CH:24][CH:23]=1.